From a dataset of Forward reaction prediction with 1.9M reactions from USPTO patents (1976-2016). Predict the product of the given reaction. (1) Given the reactants Cl.[NH:2]1[CH2:7][CH2:6][CH2:5][CH2:4][C:3]1=O.N1C=CC=CC=1.[C:15]1([CH3:25])[CH:20]=[CH:19][C:18]([S:21](Cl)(=[O:23])=[O:22])=[CH:17][CH:16]=1.[OH2:26], predict the reaction product. The product is: [CH3:25][C:15]1[CH:20]=[CH:19][C:18]([S:21]([N:2]2[CH2:7][CH2:6][C:5](=[O:26])[CH2:4][CH2:3]2)(=[O:23])=[O:22])=[CH:17][CH:16]=1. (2) Given the reactants [CH:1]([NH2:4])([CH3:3])[CH3:2].Cl[C:6]1[N:14]=[C:13]([Cl:15])[CH:12]=[CH:11][C:7]=1[C:8]([OH:10])=[O:9].CN1C(=O)CCC1.Cl, predict the reaction product. The product is: [Cl:15][C:13]1[CH:12]=[CH:11][C:7]([C:8]([OH:10])=[O:9])=[C:6]([NH:4][CH:1]([CH3:3])[CH3:2])[N:14]=1. (3) Given the reactants [C:1]([C:5]1[CH:9]=[C:8]([NH2:10])[N:7]([C:11]2[CH:16]=[CH:15][C:14]([CH3:17])=[CH:13][C:12]=2[CH3:18])[N:6]=1)([CH3:4])([CH3:3])[CH3:2].C([O-])([O-])=O.[K+].[K+].Cl[C:26]([O:28][C:29]1[CH:34]=[CH:33][CH:32]=[CH:31][CH:30]=1)=[O:27], predict the reaction product. The product is: [C:1]([C:5]1[CH:9]=[C:8]([NH:10][C:26](=[O:27])[O:28][C:29]2[CH:34]=[CH:33][CH:32]=[CH:31][CH:30]=2)[N:7]([C:11]2[CH:16]=[CH:15][C:14]([CH3:17])=[CH:13][C:12]=2[CH3:18])[N:6]=1)([CH3:4])([CH3:3])[CH3:2]. (4) Given the reactants [Cl:1][C:2]1[CH:7]=[CH:6][C:5]([S:8](Cl)(=[O:10])=[O:9])=[CH:4][CH:3]=1.[CH3:12][N:13]1[CH2:18][CH2:17][CH:16]([C:19]2[C:27]3[C:22](=[CH:23][CH:24]=[C:25]([OH:28])[CH:26]=3)[NH:21][CH:20]=2)[CH2:15][CH2:14]1.[OH-].[Na+], predict the reaction product. The product is: [CH3:12][N:13]1[CH2:18][CH2:17][CH:16]([C:19]2[C:27]3[C:22](=[CH:23][CH:24]=[C:25]([O:28][S:8]([C:5]4[CH:6]=[CH:7][C:2]([Cl:1])=[CH:3][CH:4]=4)(=[O:10])=[O:9])[CH:26]=3)[NH:21][CH:20]=2)[CH2:15][CH2:14]1. (5) The product is: [F:20][C:15]1[CH:16]=[CH:17][CH:18]=[CH:19][C:14]=1[C@H:11]1[CH2:12][NH:13][C:21](=[O:23])[C@@H:9]([NH:8][C:6](=[O:7])[O:5][CH2:1][CH2:4][CH2:33][CH3:34])[CH2:10]1. Given the reactants [C:1]([O:5][C:6]([NH:8][C@H:9]([C:21]([O:23]C)=O)[CH2:10][CH:11]([C:14]1[CH:19]=[CH:18][CH:17]=[CH:16][C:15]=1[F:20])[C:12]#[N:13])=[O:7])([CH3:4])(C)C.[H][H].C(=O)([O-])[O-].[K+].[K+].[CH2:33](O)[CH3:34], predict the reaction product. (6) Given the reactants [CH3:1][O:2][C:3]1[CH:4]=[C:5]([CH:17]=[CH:18][C:19]=1[O:20][CH2:21][C:22]1[N:23]=[C:24]([C:28]2[CH:33]=[CH:32][CH:31]=[CH:30][CH:29]=2)[O:25][C:26]=1[CH3:27])[CH2:6][O:7][C:8]1[C:12]([C:13]([OH:15])=O)=[CH:11][N:10]([CH3:16])[N:9]=1.Cl.C([N:37]=C=NCCCN(C)C)C.CN(C)C=O, predict the reaction product. The product is: [CH3:1][O:2][C:3]1[CH:4]=[C:5]([CH:17]=[CH:18][C:19]=1[O:20][CH2:21][C:22]1[N:23]=[C:24]([C:28]2[CH:29]=[CH:30][CH:31]=[CH:32][CH:33]=2)[O:25][C:26]=1[CH3:27])[CH2:6][O:7][C:8]1[C:12]([C:13]([NH2:37])=[O:15])=[CH:11][N:10]([CH3:16])[N:9]=1. (7) Given the reactants [NH2:1][C:2]1[CH:10]=[CH:9][C:5]([CH2:6][C:7]#[N:8])=[CH:4][CH:3]=1.N1[CH:16]=[CH:15][CH:14]=[CH:13][CH:12]=1.[OH2:17], predict the reaction product. The product is: [C:7]([CH2:6][C:5]1[CH:9]=[CH:10][C:2]([NH:1][C:12]([CH:13]2[CH:4]([CH:5]([CH3:9])[CH3:6])[CH2:3][CH2:2][CH:15]([CH3:16])[CH2:14]2)=[O:17])=[CH:3][CH:4]=1)#[N:8]. (8) Given the reactants [Cl:1][C:2]1[CH:3]=[C:4]([F:15])[C:5]([C:8](=[O:14])[CH:9](C)[C:10](O)=O)=[N:6][CH:7]=1.C(O)(=O)C.[Cl:20]Cl, predict the reaction product. The product is: [Cl:20][CH:9]([CH3:10])[C:8]([C:5]1[C:4]([F:15])=[CH:3][C:2]([Cl:1])=[CH:7][N:6]=1)=[O:14]. (9) Given the reactants Br[C:2]1[CH:3]=[CH:4][C:5]([CH2:10][CH:11]([CH3:13])[CH3:12])=[C:6]([CH:9]=1)[C:7]#[N:8].[CH3:14][C:15]1([CH3:31])[C:19]([CH3:21])([CH3:20])[O:18][B:17]([B:17]2[O:18][C:19]([CH3:21])([CH3:20])[C:15]([CH3:31])([CH3:14])[O:16]2)[O:16]1.C([O-])(=O)C.[K+], predict the reaction product. The product is: [CH3:12][CH:11]([CH3:13])[CH2:10][C:5]1[CH:4]=[CH:3][C:2]([B:17]2[O:18][C:19]([CH3:21])([CH3:20])[C:15]([CH3:31])([CH3:14])[O:16]2)=[CH:9][C:6]=1[C:7]#[N:8]. (10) Given the reactants [N+](=[CH2:3])=[N-].[Cl:4][C:5]1[CH:6]=[CH:7][C:8]([N+:14]([O-:16])=[O:15])=[C:9]([CH:13]=1)[C:10]([OH:12])=[O:11], predict the reaction product. The product is: [Cl:4][C:5]1[CH:6]=[CH:7][C:8]([N+:14]([O-:16])=[O:15])=[C:9]([CH:13]=1)[C:10]([O:12][CH3:3])=[O:11].